Task: Predict the reaction yield, written as a fraction of the theoretical maximum amount of product (1.0 means a 100% yield; for example, 0.34 means a 34% yield).. Dataset: Reaction yield outcomes from USPTO patents with 853,638 reactions (1) The reactants are [CH2:1]([S:3]([N:6]1[CH2:11][CH2:10][CH:9]([C:12]2[C:20]3[C:15](=[C:16]([C:28]([NH2:30])=[O:29])[CH:17]=[C:18]([C:21]4[CH:25]=[C:24]([CH:26]=O)[S:23][CH:22]=4)[CH:19]=3)[NH:14][CH:13]=2)[CH2:8][CH2:7]1)(=[O:5])=[O:4])[CH3:2].C[N:32]1[CH2:36][CH2:35][CH2:34][C@@H:33]1[CH3:37].C(O[BH-](OC(=O)C)OC(=O)C)(=O)C.[Na+]. The catalyst is CS(C)=O.C(O)(=O)C. The product is [CH2:1]([S:3]([N:6]1[CH2:11][CH2:10][CH:9]([C:12]2[C:20]3[C:15](=[C:16]([C:28]([NH2:30])=[O:29])[CH:17]=[C:18]([C:21]4[CH:25]=[C:24]([CH2:26][N:32]5[CH2:36][CH2:35][CH2:34][C@@H:33]5[CH3:37])[S:23][CH:22]=4)[CH:19]=3)[NH:14][CH:13]=2)[CH2:8][CH2:7]1)(=[O:4])=[O:5])[CH3:2]. The yield is 0.173. (2) The reactants are [Cl:1][C:2]1[CH:3]=[C:4]2[C:13](=[C:14]3[C:19]=1[CH:18]=[CH:17][CH:16]=[N:15]3)[NH:12][S:11](=[O:21])(=[O:20])[C:10]1[C:5]2=[CH:6][C:7]([C:22]([OH:24])=[O:23])=[CH:8][CH:9]=1.[C:25]([N:32]1[CH2:36][CH2:35][CH:34](O)[CH2:33]1)([O:27][C:28]([CH3:31])([CH3:30])[CH3:29])=[O:26].CCN=C=NCCCN(C)C.Cl.C1C=CC2N(O)N=NC=2C=1. The catalyst is CN(C=O)C. The product is [C:28]([O:27][C:25]([N:32]1[CH2:36][CH2:35][CH:34]([O:23][C:22]([C:7]2[CH:6]=[C:5]3[C:10]([S:11](=[O:21])(=[O:20])[NH:12][C:13]4[C:4]3=[CH:3][C:2]([Cl:1])=[C:19]3[C:14]=4[N:15]=[CH:16][CH:17]=[CH:18]3)=[CH:9][CH:8]=2)=[O:24])[CH2:33]1)=[O:26])([CH3:31])([CH3:29])[CH3:30]. The yield is 0.470. (3) The reactants are [CH:1]1([N:4]2[CH2:12][C:11]3[C:6](=[CH:7][CH:8]=[C:9](B4OC(C)(C)C(C)(C)O4)[CH:10]=3)[C:5]2=[O:22])[CH2:3][CH2:2]1.Br[C:24]1[CH:37]=[CH:36][C:27]([CH2:28][N:29]2[CH2:33][C@@H:32]([CH3:34])[O:31][C:30]2=[O:35])=[CH:26][CH:25]=1.C1(P(C2CCCCC2)C2CCCCC2)CCCCC1.P([O-])([O-])([O-])=O.[K+].[K+].[K+]. The catalyst is O1CCOCC1.O.C(Cl)Cl. The product is [CH:1]1([N:4]2[CH2:12][C:11]3[C:6](=[CH:7][CH:8]=[C:9]([C:24]4[CH:37]=[CH:36][C:27]([CH2:28][N:29]5[CH2:33][C@@H:32]([CH3:34])[O:31][C:30]5=[O:35])=[CH:26][CH:25]=4)[CH:10]=3)[C:5]2=[O:22])[CH2:2][CH2:3]1. The yield is 0.360. (4) The reactants are [N:1]1([C:7]2[CH:8]=[C:9]([CH:12]=[CH:13][N:14]=2)[C:10]#[N:11])[CH2:6][CH2:5][NH:4][CH2:3][CH2:2]1.C(O)(=O)C.[CH3:19][C:20]([CH3:22])=O.C(O[BH-](OC(=O)C)OC(=O)C)(=O)C.[Na+].[OH-].[Na+]. The catalyst is ClCCl. The product is [CH:20]([N:4]1[CH2:3][CH2:2][N:1]([C:7]2[CH:8]=[C:9]([CH:12]=[CH:13][N:14]=2)[C:10]#[N:11])[CH2:6][CH2:5]1)([CH3:22])[CH3:19]. The yield is 0.590. (5) The yield is 0.510. No catalyst specified. The product is [CH2:4]([N:50]1[C:51]2[C:47](=[CH:46][C:45]([S:42]([N:38]3[CH2:39][CH2:40][CH2:41][CH:37]3[CH2:36][O:35][C:31]3[CH:30]=[N:29][CH:34]=[CH:33][CH:32]=3)(=[O:44])=[O:43])=[CH:53][CH:52]=2)[C:48](=[O:55])[C:49]1=[O:54])[C:5]1[CH:10]=[CH:9][CH:8]=[CH:7][CH:6]=1. The reactants are CN1[C:10]2[C:5](=[CH:6][C:7](S(N3CCC[C@H]3COC3C=CC=CC=3)(=O)=O)=[CH:8][CH:9]=2)[C:4](=O)C1=O.[N:29]1[CH:34]=[CH:33][CH:32]=[C:31]([O:35][CH2:36][CH:37]2[CH2:41][CH2:40][CH2:39][N:38]2[S:42]([C:45]2[CH:46]=[C:47]3[C:51](=[CH:52][CH:53]=2)[NH:50][C:49](=[O:54])[C:48]3=[O:55])(=[O:44])=[O:43])[CH:30]=1.C(Br)C1C=CC=CC=1.